Dataset: Forward reaction prediction with 1.9M reactions from USPTO patents (1976-2016). Task: Predict the product of the given reaction. The product is: [CH3:1][N:2]1[C:6]([NH:7][C:8](=[O:25])[C@@H:9]([NH:17][CH2:37][C:35]2[N:34]=[CH:33][S:32][CH:36]=2)[CH2:10][C:11]2[CH:12]=[CH:13][CH:14]=[CH:15][CH:16]=2)=[CH:5][C:4]([C:26]2[CH:27]=[CH:28][N:29]=[CH:30][CH:31]=2)=[N:3]1. Given the reactants [CH3:1][N:2]1[C:6]([NH:7][C:8](=[O:25])[C@@H:9]([NH:17]C(=O)OC(C)(C)C)[CH2:10][C:11]2[CH:16]=[CH:15][CH:14]=[CH:13][CH:12]=2)=[CH:5][C:4]([C:26]2[CH:31]=[CH:30][N:29]=[CH:28][CH:27]=2)=[N:3]1.[S:32]1[CH:36]=[C:35]([CH:37]=O)[N:34]=[CH:33]1.CC(O)=O.ClCCCl.C(O[BH-](OC(=O)C)OC(=O)C)(=O)C.[Na+], predict the reaction product.